This data is from Forward reaction prediction with 1.9M reactions from USPTO patents (1976-2016). The task is: Predict the product of the given reaction. (1) Given the reactants C([N:3]([CH2:6][CH3:7])CC)C.C(OCC(C)(C)CN1C2C=CC([Cl:26])=CC=2[C@@H:19]([C:27]2[CH:32]=[CH:31][CH:30]=[C:29]([O:33][CH3:34])[C:28]=2[O:35]C)O[C@H](CC(O)=O)C1=O)(=O)C.Cl[C:45](OCC(C)C)=O.CN(C)[CH:54]=[O:55], predict the reaction product. The product is: [ClH:26].[NH2:3][C:6]1[CH:7]=[C:32]([C:27]([CH3:19])([CH3:45])[C:28]([O:55][CH3:54])=[O:35])[CH:31]=[CH:30][C:29]=1[O:33][CH3:34]. (2) The product is: [ClH:26].[ClH:26].[F:25][C:2]1([F:1])[C:6]2[N:7]=[CH:8][N:9]=[C:10]([N:11]3[CH2:16][CH2:15][NH:14][CH2:13][CH2:12]3)[C:5]=2[C@H:4]([CH3:24])[CH2:3]1. Given the reactants [F:1][C:2]1([F:25])[C:6]2[N:7]=[CH:8][N:9]=[C:10]([N:11]3[CH2:16][CH2:15][N:14](C(OC(C)(C)C)=O)[CH2:13][CH2:12]3)[C:5]=2[C@H:4]([CH3:24])[CH2:3]1.[ClH:26].O1CCOCC1, predict the reaction product. (3) Given the reactants [CH3:1][N:2]1[C:6]([N:7]2[CH2:12][CH2:11][NH:10][CH:9]([C:13]([F:16])([F:15])[F:14])[CH2:8]2)=[C:5]([N+:17]([O-])=O)[CH:4]=[N:3]1.[NH4+].[Cl-], predict the reaction product. The product is: [CH3:1][N:2]1[C:6]([N:7]2[CH2:12][CH2:11][NH:10][CH:9]([C:13]([F:16])([F:15])[F:14])[CH2:8]2)=[C:5]([NH2:17])[CH:4]=[N:3]1.